Dataset: Catalyst prediction with 721,799 reactions and 888 catalyst types from USPTO. Task: Predict which catalyst facilitates the given reaction. (1) Reactant: C([O-])([O-])=O.[K+].[K+].F[C:8]1[CH:13]=[C:12]([O:14][CH3:15])[CH:11]=[CH:10][C:9]=1[N+:16]([O-:18])=[O:17].[CH3:19][O:20][C:21]([C@H:23]1[CH2:28][CH2:27][C@H:26]([CH2:29][NH2:30])[CH2:25][CH2:24]1)=[O:22]. Product: [CH3:19][O:20][C:21]([C@H:23]1[CH2:28][CH2:27][C@H:26]([CH2:29][NH:30][C:8]2[CH:13]=[C:12]([O:14][CH3:15])[CH:11]=[CH:10][C:9]=2[N+:16]([O-:18])=[O:17])[CH2:25][CH2:24]1)=[O:22]. The catalyst class is: 3. (2) Reactant: [OH:1][C:2]1[CH:7]=[C:6]([OH:8])[CH:5]=[CH:4][C:3]=1[C:9](=O)C.Cl.[NH2:13][OH:14].[OH-].[Na+].Cl. Product: [OH:14][N:13]=[CH:9][C:3]1[CH:4]=[CH:5][C:6]([OH:8])=[CH:7][C:2]=1[OH:1]. The catalyst class is: 97.